Dataset: Forward reaction prediction with 1.9M reactions from USPTO patents (1976-2016). Task: Predict the product of the given reaction. (1) Given the reactants F[C:2]1[CH:7]=[CH:6][C:5]([N+:8]([O-:10])=[O:9])=[C:4]([CH3:11])[CH:3]=1.[NH2:12][C:13]1([CH2:18][OH:19])[CH2:17][CH2:16][CH2:15][CH2:14]1.CCN(C(C)C)C(C)C, predict the reaction product. The product is: [CH3:11][C:4]1[CH:3]=[C:2]([NH:12][C:13]2([CH2:18][OH:19])[CH2:17][CH2:16][CH2:15][CH2:14]2)[CH:7]=[CH:6][C:5]=1[N+:8]([O-:10])=[O:9]. (2) Given the reactants C([N-]C(C)C)(C)C.[Li+].C([Li])CCC.C(NC(C)C)(C)C.[Cl:21][C:22]1[CH:27]=[CH:26][CH:25]=[CH:24][N:23]=1.CN(C)[CH:30]=[O:31], predict the reaction product. The product is: [Cl:21][C:22]1[C:27]([CH:30]=[O:31])=[CH:26][CH:25]=[CH:24][N:23]=1. (3) Given the reactants [CH:1]1[C:6](N=C=S)=[CH:5][C:4]2[C:10]([O:12][C:13]3([C:23]4[CH:24]=[CH:25][C:26]([OH:28])=[CH:27][C:22]=4[O:21][C:15]4[CH:16]=[C:17]([OH:20])[CH:18]=[CH:19][C:14]3=4)[C:3]=2[CH:2]=1)=[O:11].ClCCl, predict the reaction product. The product is: [CH:1]1[CH:6]=[CH:5][C:4]([C:10]([OH:12])=[O:11])=[C:3]([C:13]2[C:14]3[CH:19]=[CH:18][C:17]([OH:20])=[CH:16][C:15]=3[O:21][C:22]3[C:23]=2[CH:24]=[CH:25][C:26]([CH:27]=3)=[O:28])[CH:2]=1. (4) Given the reactants [F:1][C:2]1[CH:3]=[C:4]([CH:31]=[C:32]([F:34])[CH:33]=1)[CH2:5][C@H:6]([NH:23][C:24](=[O:30])OC(C)(C)C)[C@H:7]([OH:22])[CH2:8][NH:9][C:10]1([CH3:21])[C:19]2[C:14](=[CH:15][CH:16]=[C:17]([I:20])[CH:18]=2)[O:13][CH2:12][CH2:11]1.[C:35](O)(C(F)(F)F)=O.C(Cl)Cl.CCN(CC)CC.C(C1NC=CN=1)(=O)C, predict the reaction product. The product is: [F:1][C:2]1[CH:3]=[C:4]([CH:31]=[C:32]([F:34])[CH:33]=1)[CH2:5][C@H:6]([NH:23][C:24](=[O:30])[CH3:35])[C@H:7]([OH:22])[CH2:8][NH:9][C:10]1([CH3:21])[C:19]2[C:14](=[CH:15][CH:16]=[C:17]([I:20])[CH:18]=2)[O:13][CH2:12][CH2:11]1.